From a dataset of Reaction yield outcomes from USPTO patents with 853,638 reactions. Predict the reaction yield, written as a fraction of the theoretical maximum amount of product (1.0 means a 100% yield; for example, 0.34 means a 34% yield). (1) The reactants are C1[CH:5]2[C@@H:6]3[CH:10]=[CH:9][C@H:8]([CH:4]2C=C1)[CH2:7]3.[CH2:11]([CH2:14][C:15]([O-:17])=[O:16])[CH:12]=[CH2:13].C1(C=CC(O)=CC=1)O. No catalyst specified. The product is [CH:6]12[CH2:7][CH:8]([CH:4]=[CH:5]1)[CH2:9][CH2:10]2.[CH2:11]([CH2:14][C:15]([O-:17])=[O:16])[CH:12]=[CH2:13]. The yield is 0.300. (2) The reactants are [N:1]1[CH:6]=[CH:5][CH:4]=[CH:3][C:2]=1[C:7]1[CH:14]=[CH:13][C:10]([CH:11]=O)=[CH:9][CH:8]=1.[C:15]([CH2:17][C:18]([O:20][C:21]([CH3:24])([CH3:23])[CH3:22])=[O:19])#[N:16].N1CCCCC1. The catalyst is CCO. The product is [C:15](/[C:17](=[CH:11]/[C:10]1[CH:13]=[CH:14][C:7]([C:2]2[CH:3]=[CH:4][CH:5]=[CH:6][N:1]=2)=[CH:8][CH:9]=1)/[C:18]([O:20][C:21]([CH3:24])([CH3:23])[CH3:22])=[O:19])#[N:16]. The yield is 0.700. (3) The reactants are [NH2:1][C:2]1[CH:3]=[C:4]2[C:9](=[CH:10][CH:11]=1)[CH:8]=[N:7][CH:6]=[CH:5]2.[C:12]1([CH3:22])[CH:17]=[CH:16][C:15]([S:18](Cl)(=[O:20])=[O:19])=[CH:14][CH:13]=1.O. The catalyst is N1C=CC=CC=1. The product is [C:12]1([CH3:22])[CH:17]=[CH:16][C:15]([S:18]([NH:1][C:2]2[CH:3]=[C:4]3[C:9](=[CH:10][CH:11]=2)[CH:8]=[N:7][CH:6]=[CH:5]3)(=[O:20])=[O:19])=[CH:14][CH:13]=1. The yield is 0.850. (4) The yield is 0.170. The reactants are Br[C:2]1[CH:3]=[C:4]([O:17]C)[C:5]([O:15]C)=[N:6][C:7]=1[C:8]1[CH:13]=[CH:12][C:11]([F:14])=[CH:10][CH:9]=1.[C:19]([C:21]1[CH:27]=[CH:26][C:24]([NH2:25])=[CH:23][CH:22]=1)#[N:20].[Cl-].C(C1C=CC=C(C(C)C)C=1[N+]1C=CN(C2C(C(C)C)=CC=CC=2C(C)C)C=1)(C)C.CC([O-])(C)C.[K+]. The product is [F:14][C:11]1[CH:12]=[CH:13][C:8]([C:7]2[NH:6][C:5](=[O:15])[C:4]([OH:17])=[CH:3][C:2]=2[NH:25][C:24]2[CH:26]=[CH:27][C:21]([C:19]#[N:20])=[CH:22][CH:23]=2)=[CH:9][CH:10]=1. The catalyst is O1CCOCC1.C1C=CC(/C=C/C(/C=C/C2C=CC=CC=2)=O)=CC=1.C1C=CC(/C=C/C(/C=C/C2C=CC=CC=2)=O)=CC=1.C1C=CC(/C=C/C(/C=C/C2C=CC=CC=2)=O)=CC=1.[Pd].[Pd]. (5) The reactants are [CH3:1][NH2:2].[C:3]([O:7][C:8]([N:10]1[CH2:15][CH2:14][C:13]([C:18]2[CH:23]=[CH:22][C:21]([Cl:24])=[CH:20][CH:19]=2)([CH:16]=O)[CH2:12][CH2:11]1)=[O:9])([CH3:6])([CH3:5])[CH3:4].[BH4-].[Na+]. The catalyst is C(O)C. The product is [C:3]([O:7][C:8]([N:10]1[CH2:15][CH2:14][C:13]([C:18]2[CH:23]=[CH:22][C:21]([Cl:24])=[CH:20][CH:19]=2)([CH2:16][NH:2][CH3:1])[CH2:12][CH2:11]1)=[O:9])([CH3:6])([CH3:5])[CH3:4]. The yield is 0.680.